Predict the reaction yield, written as a fraction of the theoretical maximum amount of product (1.0 means a 100% yield; for example, 0.34 means a 34% yield). From a dataset of Reaction yield outcomes from USPTO patents with 853,638 reactions. (1) The reactants are [CH:1](I)([CH3:3])[CH3:2].[C:5]([O:9][C:10]([NH:12][C@@H:13]([CH2:18][C:19]1[CH:24]=[CH:23][C:22]([OH:25])=[CH:21][CH:20]=1)[C:14]([O:16][CH3:17])=[O:15])=[O:11])([CH3:8])([CH3:7])[CH3:6].C(=O)([O-])[O-].[K+].[K+]. The catalyst is C(#N)C. The product is [C:5]([O:9][C:10]([NH:12][C@@H:13]([CH2:18][C:19]1[CH:24]=[CH:23][C:22]([O:25][CH:1]([CH3:3])[CH3:2])=[CH:21][CH:20]=1)[C:14]([O:16][CH3:17])=[O:15])=[O:11])([CH3:8])([CH3:6])[CH3:7]. The yield is 0.900. (2) The reactants are [CH:1](=O)[C:2]1[CH:7]=[CH:6][CH:5]=[CH:4][CH:3]=1.[CH3:9][O:10][CH:11]([O:15][CH3:16])[CH2:12][C:13]#[N:14].C[O-].[Na+]. The catalyst is CO. The product is [CH3:9][O:10][CH:11]([O:15][CH3:16])[C:12](=[CH:1][C:2]1[CH:7]=[CH:6][CH:5]=[CH:4][CH:3]=1)[C:13]#[N:14]. The yield is 0.680.